This data is from CYP3A4 inhibition data for predicting drug metabolism from PubChem BioAssay. The task is: Regression/Classification. Given a drug SMILES string, predict its absorption, distribution, metabolism, or excretion properties. Task type varies by dataset: regression for continuous measurements (e.g., permeability, clearance, half-life) or binary classification for categorical outcomes (e.g., BBB penetration, CYP inhibition). Dataset: cyp3a4_veith. (1) The compound is Cc1cccc(NC(=S)NC2CC3CCC(C2)N3Cc2ccco2)c1C. The result is 0 (non-inhibitor). (2) The drug is COc1ccc(Cl)cc1NC(=O)CN1C(=O)CSC1=O. The result is 1 (inhibitor). (3) The compound is CC(=O)N1CCC2(CC1)CN(Cc1cc(C(F)(F)F)cc(C(F)(F)F)c1)C2. The result is 0 (non-inhibitor). (4) The drug is CCOc1ccc2[nH]c(=O)c(CN(CCc3ccccc3)C(=O)N3CCOCC3)cc2c1. The result is 1 (inhibitor). (5) The compound is COC(=O)c1[nH]c2ccc(Br)cc2c1NC(=O)CN1CCN(C2CCCCC2)CC1. The result is 1 (inhibitor). (6) The compound is Clc1ccc2c(c1)N=C(N1CCNCC1)c1ccccc1N2. The result is 1 (inhibitor). (7) The result is 1 (inhibitor). The drug is COC(=O)[C@@]1(Cc2ccc(F)cc2)[C@H]2[C@H](CC(=O)C(=O)N(C)C)C(=O)C[C@H]2CN1C(=O)c1ccccc1.